From a dataset of Full USPTO retrosynthesis dataset with 1.9M reactions from patents (1976-2016). Predict the reactants needed to synthesize the given product. (1) The reactants are: [Cl:1][C:2]1[N:3]=[C:4]([N:12]2[CH2:17][CH2:16][O:15][CH2:14][CH2:13]2)[C:5]2[N:10]=[C:9](I)[S:8][C:6]=2[N:7]=1.[CH3:18][S:19]([C:22]1[CH:23]=[C:24](B(O)O)[CH:25]=[CH:26][CH:27]=1)(=[O:21])=[O:20].O. Given the product [Cl:1][C:2]1[N:3]=[C:4]([N:12]2[CH2:17][CH2:16][O:15][CH2:14][CH2:13]2)[C:5]2[N:10]=[C:9]([C:26]3[CH:25]=[CH:24][CH:23]=[C:22]([S:19]([CH3:18])(=[O:21])=[O:20])[CH:27]=3)[S:8][C:6]=2[N:7]=1, predict the reactants needed to synthesize it. (2) Given the product [F:37][CH:2]([F:1])[C:3]1[N:7]([C:8]2[N:13]=[C:12]([N:14]3[CH2:15][CH2:16][O:17][CH2:18][CH2:19]3)[N:11]=[C:10]([N:20]3[CH2:21][CH2:22][N:23]([S:26]([CH2:29][CH2:30][N:39]([CH3:40])[CH3:38])(=[O:28])=[O:27])[CH2:24][CH2:25]3)[N:9]=2)[C:6]2[CH:31]=[CH:32][CH:33]=[C:34]([O:35][CH3:36])[C:5]=2[N:4]=1, predict the reactants needed to synthesize it. The reactants are: [F:1][CH:2]([F:37])[C:3]1[N:7]([C:8]2[N:13]=[C:12]([N:14]3[CH2:19][CH2:18][O:17][CH2:16][CH2:15]3)[N:11]=[C:10]([N:20]3[CH2:25][CH2:24][N:23]([S:26]([CH:29]=[CH2:30])(=[O:28])=[O:27])[CH2:22][CH2:21]3)[N:9]=2)[C:6]2[CH:31]=[CH:32][CH:33]=[C:34]([O:35][CH3:36])[C:5]=2[N:4]=1.[CH3:38][NH:39][CH3:40]. (3) The reactants are: [CH:1]([O:4][C:5]([N:7]1[CH2:12][CH2:11][CH:10]([O:13][C:14]2[CH:19]=[CH:18][C:17](B3OC(C)(C)C(C)(C)O3)=[CH:16][CH:15]=2)[CH2:9][CH2:8]1)=[O:6])([CH3:3])[CH3:2].[C:29]([O:33][C:34]([NH:36][CH:37]([C:47]1[CH:52]=[CH:51][C:50](OS(C(F)(F)F)(=O)=O)=[CH:49][CH:48]=1)[C:38]([N:40]1[CH2:44][CH2:43][CH2:42][C@H:41]1[C:45]#[N:46])=[O:39])=[O:35])([CH3:32])([CH3:31])[CH3:30]. Given the product [CH:1]([O:4][C:5]([N:7]1[CH2:8][CH2:9][CH:10]([O:13][C:14]2[CH:15]=[CH:16][C:17]([C:50]3[CH:51]=[CH:52][C:47]([C@H:37]([NH:36][C:34]([O:33][C:29]([CH3:32])([CH3:31])[CH3:30])=[O:35])[C:38]([N:40]4[CH2:44][CH2:43][CH2:42][C@H:41]4[C:45]#[N:46])=[O:39])=[CH:48][CH:49]=3)=[CH:18][CH:19]=2)[CH2:11][CH2:12]1)=[O:6])([CH3:2])[CH3:3], predict the reactants needed to synthesize it. (4) Given the product [C:33]1([S:30]([C:12]2[CH:11]=[C:10]([N:9]3[CH:6]=[CH:1][CH:7]=[N:8]3)[C:15]3[O:16][C:17]4[CH2:22][CH2:21][NH:20][CH2:19][C:18]=4[C:14]=3[CH:13]=2)(=[O:31])=[O:32])[CH:38]=[CH:37][CH:36]=[CH:35][CH:34]=1, predict the reactants needed to synthesize it. The reactants are: [C:1]1([C:7](C2C=CC=CC=2)=[N:8][NH:9][C:10]2[C:15]3[O:16][C:17]4[CH2:22][CH2:21][N:20](C(OC(C)(C)C)=O)[CH2:19][C:18]=4[C:14]=3[CH:13]=[C:12]([S:30]([C:33]3[CH:38]=[CH:37][CH:36]=[CH:35][CH:34]=3)(=[O:32])=[O:31])[CH:11]=2)[CH:6]=CC=CC=1.COC(OC)CC(OC)OC.Cl. (5) Given the product [Cl:7][C:8]1[CH:16]=[CH:15][C:14]2[N:13]([CH2:17][CH2:18][OH:19])[C:12]3[CH2:23][CH2:24][N:25]([CH3:27])[CH2:26][C:11]=3[C:10]=2[CH:9]=1, predict the reactants needed to synthesize it. The reactants are: [H-].[Al+3].[Li+].[H-].[H-].[H-].[Cl:7][C:8]1[CH:16]=[CH:15][C:14]2[N:13]([CH2:17][C:18](OCC)=[O:19])[C:12]3[CH2:23][CH2:24][N:25]([CH3:27])[CH2:26][C:11]=3[C:10]=2[CH:9]=1.